Dataset: Forward reaction prediction with 1.9M reactions from USPTO patents (1976-2016). Task: Predict the product of the given reaction. The product is: [CH2:11]([C:4]1[S:3][CH:2]2[N:1]=[C:14]([OH:13])[N:15]=[C:7]([OH:8])[CH:6]2[CH:5]=1)[CH3:12]. Given the reactants [NH2:1][C:2]1[S:3][C:4]([CH2:11][CH3:12])=[CH:5][C:6]=1[C:7](OC)=[O:8].[O-:13][C:14]#[N:15].[K+], predict the reaction product.